From a dataset of Peptide-MHC class II binding affinity with 134,281 pairs from IEDB. Regression. Given a peptide amino acid sequence and an MHC pseudo amino acid sequence, predict their binding affinity value. This is MHC class II binding data. (1) The binding affinity (normalized) is 0.132. The peptide sequence is VPPADKYKTFEAAFT. The MHC is HLA-DPA10103-DPB10401 with pseudo-sequence HLA-DPA10103-DPB10401. (2) The peptide sequence is QRPFQYILLVLGIAL. The MHC is DRB1_1101 with pseudo-sequence DRB1_1101. The binding affinity (normalized) is 0.0140.